Dataset: M1 muscarinic receptor antagonist screen with 61,756 compounds. Task: Binary Classification. Given a drug SMILES string, predict its activity (active/inactive) in a high-throughput screening assay against a specified biological target. (1) The compound is S(c1n(\c([nH]n1)=C1\c2c(N=C1)cccc2)c1c(OC)ccc(OC)c1)CC(=O)Nc1noc(c1)C. The result is 0 (inactive). (2) The drug is S(CC(=O)N1CCCc2c1cccc2)c1n(c2c(n(c(=O)n(c2=O)C)C)n1)C. The result is 0 (inactive). (3) The compound is o1c2nc(n(Cc3ccc(OC)cc3)c(=O)c2c(=O)c2c1cc(OC)cc2)C. The result is 0 (inactive). (4) The drug is n1(c2c(nc1)cccc2)c1n(nnn1)c1ccccc1. The result is 0 (inactive). (5) The molecule is O=c1n2[nH]c(nc2nc(c1CC(OC)=O)C)c1cccnc1. The result is 0 (inactive). (6) The molecule is s1\c(c(=O)n2nc(c(=O)nc12)C)=C/c1c(OCC=C)cccc1. The result is 0 (inactive). (7) The molecule is Clc1cc(OCc2oc(NCCN(C)C)c(n2)C#N)ccc1. The result is 0 (inactive). (8) The drug is Clc1c(NCc2n(c(SCC(OC3CCCCC3)=O)nn2)CC)cccc1. The result is 1 (active). (9) The molecule is N1CC2(CCN(C2)CC)CC1. The result is 0 (inactive). (10) The compound is S(c1n(c(nn1)c1n(c2ccccc2)c(SC)nn1)c1ccccc1)C. The result is 0 (inactive).